Dataset: Forward reaction prediction with 1.9M reactions from USPTO patents (1976-2016). Task: Predict the product of the given reaction. (1) Given the reactants [CH2:1]([N:3]([CH2:20][CH3:21])[CH2:4][CH2:5][N:6]1[CH2:12][CH2:11][CH2:10][C:9]2[NH:13][C:14]([CH:17]=O)=[C:15]([CH3:16])[C:8]=2[C:7]1=[O:19])[CH3:2].[Br:22][C:23]1[CH:24]=[C:25]([F:33])[CH:26]=[C:27]2[C:31]=1[NH:30][C:29](=[O:32])[CH2:28]2, predict the reaction product. The product is: [Br:22][C:23]1[CH:24]=[C:25]([F:33])[CH:26]=[C:27]2[C:31]=1[NH:30][C:29](=[O:32])/[C:28]/2=[CH:17]\[C:14]1[NH:13][C:9]2[CH2:10][CH2:11][CH2:12][N:6]([CH2:5][CH2:4][N:3]([CH2:20][CH3:21])[CH2:1][CH3:2])[C:7](=[O:19])[C:8]=2[C:15]=1[CH3:16]. (2) Given the reactants [N:1]1([C@@H:6]2[CH2:11][CH2:10][C@H:9]([NH:12]C(=O)OC(C)(C)C)[CH2:8][CH2:7]2)[CH:5]=[N:4][CH:3]=[N:2]1.[F:20][C:21]([F:26])([F:25])[C:22]([OH:24])=[O:23], predict the reaction product. The product is: [F:20][C:21]([F:26])([F:25])[C:22]([OH:24])=[O:23].[N:1]1([C@@H:6]2[CH2:7][CH2:8][C@H:9]([NH2:12])[CH2:10][CH2:11]2)[CH:5]=[N:4][CH:3]=[N:2]1.[C:22]([OH:24])([C:21]([F:26])([F:25])[F:20])=[O:23].